Dataset: Catalyst prediction with 721,799 reactions and 888 catalyst types from USPTO. Task: Predict which catalyst facilitates the given reaction. (1) Reactant: [CH3:1][N:2]1[CH2:11][CH2:10][C:9]2[C:4](=[CH:5][CH:6]=[C:7]([O:12][CH3:13])[CH:8]=2)[C:3]1=[O:14].[N+:15]([O-])([OH:17])=[O:16]. Product: [CH3:1][N:2]1[CH2:11][CH2:10][C:9]2[C:4](=[CH:5][C:6]([N+:15]([O-:17])=[O:16])=[C:7]([O:12][CH3:13])[CH:8]=2)[C:3]1=[O:14]. The catalyst class is: 561. (2) Reactant: Cl[C:2]1[N:7]=[C:6]([Cl:8])[N:5]=[C:4]([Cl:9])[N:3]=1.C(=O)([O-])[O-].[Cs+].[Cs+].Cl.[F:17][C:18]1([F:23])[CH2:22][CH2:21][NH:20][CH2:19]1.CCN(C(C)C)C(C)C. Product: [Cl:9][C:4]1[N:5]=[C:6]([Cl:8])[N:7]=[C:2]([N:20]2[CH2:21][CH2:22][C:18]([F:23])([F:17])[CH2:19]2)[N:3]=1. The catalyst class is: 1. (3) Reactant: [C:1]([NH2:5])(=[O:4])[CH:2]=[CH2:3].[F:6][C:7]([F:20])([C:16]([F:19])([F:18])[F:17])[C:8](=O)[CH2:9][C:10]([O:12][CH2:13][CH3:14])=[O:11].C1(C)C=CC(S(O)(=O)=O)=CC=1. Product: [O:4]=[C:1]1[NH:5][C:8]([C:7]([F:6])([F:20])[C:16]([F:18])([F:17])[F:19])=[C:9]([C:10]([O:12][CH2:13][CH3:14])=[O:11])[CH2:3][CH2:2]1. The catalyst class is: 159. (4) Reactant: [CH3:1][C:2]1[CH:6]=[CH:5][S:4][C:3]=1[CH2:7][NH2:8].[S:9]1[CH2:15][C:13](=[O:14])[NH:12][C:10]1=S.C(N(C(C)C)CC)(C)C. Product: [CH3:1][C:2]1[CH:6]=[CH:5][S:4][C:3]=1[CH2:7][NH:8][C:10]1[S:9][CH2:15][C:13](=[O:14])[N:12]=1. The catalyst class is: 10. (5) Product: [CH3:20][C@@H:5]([C:6](=[O:19])[NH:7][CH2:8][C:9]1[CH:14]=[CH:13][CH:12]=[C:11]([C:15]([F:16])([F:17])[F:18])[CH:10]=1)[CH2:4][C:3]([OH:21])=[O:2]. Reactant: C[O:2][C:3](=[O:21])[CH2:4][C@@H:5]([CH3:20])[C:6](=[O:19])[NH:7][CH2:8][C:9]1[CH:14]=[CH:13][CH:12]=[C:11]([C:15]([F:18])([F:17])[F:16])[CH:10]=1.[Li+].[OH-].CC(=O)OCC. The catalyst class is: 36. (6) Reactant: C[O:2][C:3]1[C:18]([O:19]C)=[CH:17][C:6]2[C:7](=[O:16])[CH2:8][C:9]3[CH:15]=[CH:14][CH:13]=[CH:12][C:10]=3[O:11][C:5]=2[CH:4]=1.Cl.N1C=CC=CC=1. Product: [OH:2][C:3]1[C:18]([OH:19])=[CH:17][C:6]2[C:7](=[O:16])[CH2:8][C:9]3[CH:15]=[CH:14][CH:13]=[CH:12][C:10]=3[O:11][C:5]=2[CH:4]=1. The catalyst class is: 6. (7) Reactant: [NH2:1][C:2]1[C:6]2=[N:7][CH:8]=[C:9]([NH:11][C:12](=[O:18])[O:13][C:14]([CH3:17])([CH3:16])[CH3:15])[CH:10]=[C:5]2[O:4][N:3]=1.[C:19](Cl)(=[O:29])[C:20]1[C:21](=[CH:25][CH:26]=[CH:27][CH:28]=1)[C:22](Cl)=[O:23].C(N(CC)CC)C. Product: [O:23]=[C:22]1[C:21]2[C:20](=[CH:28][CH:27]=[CH:26][CH:25]=2)[C:19](=[O:29])[N:1]1[C:2]1[C:6]2=[N:7][CH:8]=[C:9]([NH:11][C:12](=[O:18])[O:13][C:14]([CH3:15])([CH3:17])[CH3:16])[CH:10]=[C:5]2[O:4][N:3]=1. The catalyst class is: 91. (8) Reactant: [CH3:1][C:2]1([CH3:18])[C:10]2[C:5](=[CH:6][C:7]([O:11][CH2:12]C(OCC)=O)=[CH:8][CH:9]=2)[CH2:4][CH2:3]1. Product: [CH3:12][O:11][C:7]1[CH:6]=[C:5]2[C:10](=[CH:9][CH:8]=1)[C:2]([CH3:18])([CH3:1])[CH2:3][CH2:4]2. The catalyst class is: 494. (9) Reactant: C([N:8]1[C@H:13]([C:14]([O:16][CH3:17])=[O:15])[CH2:12][N:11]2[CH2:18][CH2:19][CH2:20][C@@H:10]2[CH2:9]1)C1C=CC=CC=1.C(OCC)(=O)C.[ClH:27]. Product: [ClH:27].[ClH:27].[CH2:9]1[NH:8][C@H:13]([C:14]([O:16][CH3:17])=[O:15])[CH2:12][N:11]2[CH2:18][CH2:19][CH2:20][C@H:10]12. The catalyst class is: 178.